This data is from Full USPTO retrosynthesis dataset with 1.9M reactions from patents (1976-2016). The task is: Predict the reactants needed to synthesize the given product. Given the product [O:24]1[CH:28]=[CH:27][CH:26]=[C:25]1/[C:29](=[N:21]/[O:20][CH2:19][C:18]1[CH:17]=[CH:16][C:15]([O:14][CH2:13][C:3]2[N:4]=[C:5]([C:7]3[CH:8]=[CH:9][CH:10]=[CH:11][CH:12]=3)[O:6][C:2]=2[CH3:1])=[CH:23][CH:22]=1)/[CH2:30][CH2:31][C:32]([O:34][CH2:35][CH3:36])=[O:33], predict the reactants needed to synthesize it. The reactants are: [CH3:1][C:2]1[O:6][C:5]([C:7]2[CH:12]=[CH:11][CH:10]=[CH:9][CH:8]=2)=[N:4][C:3]=1[CH2:13][O:14][C:15]1[CH:23]=[CH:22][C:18]([CH2:19][O:20][NH2:21])=[CH:17][CH:16]=1.[O:24]1[CH:28]=[CH:27][CH:26]=[C:25]1[C:29](=O)[CH2:30][CH2:31][C:32]([O:34][CH2:35][CH3:36])=[O:33].C(O)(=O)C.C([O-])(=O)C.[Na+].